From a dataset of Catalyst prediction with 721,799 reactions and 888 catalyst types from USPTO. Predict which catalyst facilitates the given reaction. (1) Reactant: [Br:1][C:2]1[C:6]2[CH:7]=[C:8]([O:11][CH3:12])[CH:9]=[CH:10][C:5]=2[O:4][C:3]=1[CH:13]([NH:20][C:21]1[CH:26]=[CH:25][C:24]([C:27]([N:29]([CH3:37])[CH2:30][CH2:31][C:32]([O:34]CC)=[O:33])=[O:28])=[CH:23][CH:22]=1)[CH:14]1[CH2:19][CH2:18][CH2:17][CH2:16][CH2:15]1.O1CCCC1.[OH-].[Na+]. Product: [Br:1][C:2]1[C:6]2[CH:7]=[C:8]([O:11][CH3:12])[CH:9]=[CH:10][C:5]=2[O:4][C:3]=1[CH:13]([NH:20][C:21]1[CH:22]=[CH:23][C:24]([C:27]([N:29]([CH3:37])[CH2:30][CH2:31][C:32]([OH:34])=[O:33])=[O:28])=[CH:25][CH:26]=1)[CH:14]1[CH2:19][CH2:18][CH2:17][CH2:16][CH2:15]1. The catalyst class is: 8. (2) Product: [CH2:1]([O:5][CH2:6][CH2:7][O:8][C:9]1[CH:10]=[CH:11][C:12]([C:15]2[CH:16]=[CH:17][C:18]3[N:24]([CH2:25][CH:26]([CH3:27])[CH3:28])[CH2:23][CH2:22][C:21]([C:29]([NH:31][C:32]4[CH:33]=[CH:34][C:35]([S:38]([CH2:39][C:40]5[N:44]([CH2:45][CH:46]([CH3:48])[CH3:47])[CH:43]=[N:42][CH:41]=5)=[O:58])=[CH:36][CH:37]=4)=[O:30])=[CH:20][C:19]=3[CH:49]=2)=[CH:13][CH:14]=1)[CH2:2][CH2:3][CH3:4]. Reactant: [CH2:1]([O:5][CH2:6][CH2:7][O:8][C:9]1[CH:14]=[CH:13][C:12]([C:15]2[CH:16]=[CH:17][C:18]3[N:24]([CH2:25][CH:26]([CH3:28])[CH3:27])[CH2:23][CH2:22][C:21]([C:29]([NH:31][C:32]4[CH:37]=[CH:36][C:35]([S:38][CH2:39][C:40]5[N:44]([CH2:45][CH:46]([CH3:48])[CH3:47])[CH:43]=[N:42][CH:41]=5)=[CH:34][CH:33]=4)=[O:30])=[CH:20][C:19]=3[CH:49]=2)=[CH:11][CH:10]=1)[CH2:2][CH2:3][CH3:4].ClC1C=CC=C(C(OO)=[O:58])C=1.CSC.O. The catalyst class is: 4.